From a dataset of Catalyst prediction with 721,799 reactions and 888 catalyst types from USPTO. Predict which catalyst facilitates the given reaction. Reactant: [CH3:1][O:2][C:3]1[CH:4]=[C:5]([N:11]([CH3:27])[S:12]([C:15]2[CH:20]=[CH:19][C:18]([CH2:21][CH2:22][C:23](OC)=[O:24])=[CH:17][CH:16]=2)(=[O:14])=[O:13])[CH:6]=[CH:7][C:8]=1[O:9][CH3:10].[H-].[Al+3].[Li+].[H-].[H-].[H-]. Product: [CH3:1][O:2][C:3]1[CH:4]=[C:5]([N:11]([CH3:27])[S:12]([C:15]2[CH:20]=[CH:19][C:18]([CH2:21][CH2:22][CH2:23][OH:24])=[CH:17][CH:16]=2)(=[O:14])=[O:13])[CH:6]=[CH:7][C:8]=1[O:9][CH3:10]. The catalyst class is: 7.